This data is from Full USPTO retrosynthesis dataset with 1.9M reactions from patents (1976-2016). The task is: Predict the reactants needed to synthesize the given product. (1) Given the product [NH:54]1[C:62]2[C:57](=[CH:58][CH:59]=[CH:60][CH:61]=2)[CH:56]=[N:55]1, predict the reactants needed to synthesize it. The reactants are: C(C1CCCC(=O)C=1)C1C=CC=CC=1.C1(C2CCCC(=O)C=2)C=CC=CC=1.C(C(CC1C=CC=CC=1)=O)C1C=CC=CC=1.NS(C1C=CC([N:54]2[C:62]3[C:57](=[CH:58][CH:59]=[C:60](C)[CH:61]=3)[C:56](C(N)=O)=[N:55]2)=CC=1)(=O)=O. (2) Given the product [NH2:29][C:4]1[CH:3]=[C:2]([Cl:1])[CH:28]=[CH:27][C:5]=1[O:6][CH2:7][CH2:8][CH2:9][N:10]1[CH2:15][CH2:14][C:13]([CH2:17][C:18]2[CH:23]=[CH:22][C:21]([Cl:24])=[CH:20][CH:19]=2)([OH:16])[C:12]([CH3:26])([CH3:25])[CH2:11]1, predict the reactants needed to synthesize it. The reactants are: [Cl:1][C:2]1[CH:28]=[CH:27][C:5]([O:6][CH2:7][CH2:8][CH2:9][N:10]2[CH2:15][CH2:14][C:13]([CH2:17][C:18]3[CH:23]=[CH:22][C:21]([Cl:24])=[CH:20][CH:19]=3)([OH:16])[C:12]([CH3:26])([CH3:25])[CH2:11]2)=[C:4]([N+:29]([O-])=O)[CH:3]=1.O.O.Cl[Sn]Cl. (3) The reactants are: C(O[C:6]([N:8]1[CH2:12][C:11](=[CH:13][Cl:14])[CH2:10][C@H:9]1[C:15]([OH:17])=O)=[O:7])(C)(C)C.C(Cl)(=O)[C:19]1[CH:24]=[CH:23][CH:22]=[CH:21][CH:20]=1.[CH2:27]([N:29]1[C:41]2[CH:40]=[CH:39][C:38]([NH2:42])=[CH:37][C:36]=2[C:35]2[C:30]1=[CH:31][CH:32]=[CH:33][CH:34]=2)[CH3:28]. Given the product [C:6]([N:8]1[CH2:12][C:11](=[CH:13][Cl:14])[CH2:10][C@H:9]1[C:15]([NH:42][C:38]1[CH:39]=[CH:40][C:41]2[N:29]([CH2:27][CH3:28])[C:30]3[C:35]([C:36]=2[CH:37]=1)=[CH:34][CH:33]=[CH:32][CH:31]=3)=[O:17])(=[O:7])[C:19]1[CH:24]=[CH:23][CH:22]=[CH:21][CH:20]=1, predict the reactants needed to synthesize it.